This data is from Full USPTO retrosynthesis dataset with 1.9M reactions from patents (1976-2016). The task is: Predict the reactants needed to synthesize the given product. (1) The reactants are: [Br:1][C:2]1[CH:7]=[CH:6][C:5]([OH:8])=[C:4]([O:9][CH3:10])[CH:3]=1.[CH2:11]([CH:13](Cl)[C:14]1[CH:19]=[CH:18][CH:17]=[CH:16][CH:15]=1)C.[C:21]([O-])([O-])=O.[K+].[K+].O. Given the product [Br:1][C:2]1[CH:7]=[CH:6][C:5]([O:8][CH2:21][C:17]2[CH:16]=[CH:15][C:14]([CH2:13][CH3:11])=[CH:19][CH:18]=2)=[C:4]([O:9][CH3:10])[CH:3]=1, predict the reactants needed to synthesize it. (2) Given the product [I:17][C:18]1[CH:19]=[CH:20][C:21]([C:24]([F:25])([F:26])[F:27])=[CH:22][C:23]=1[S:11][C:5]1[NH:6][C:7]2[C:3]([N:4]=1)=[C:2]([NH2:1])[N:10]=[CH:9][N:8]=2, predict the reactants needed to synthesize it. The reactants are: [NH2:1][C:2]1[N:10]=[CH:9][N:8]=[C:7]2[C:3]=1[NH:4][C:5](=[S:11])[NH:6]2.F[B-](F)(F)F.[I:17][C:18]1[CH:23]=[CH:22][C:21]([C:24]([F:27])([F:26])[F:25])=[CH:20][C:19]=1[N+]#N.C([O-])(O)=O.[Na+]. (3) Given the product [F:34][CH2:35][CH:36]([O:15][C:16]1[CH:17]=[C:18]([CH:23]=[C:24]([O:26][CH2:27][C:28]2[CH:33]=[CH:32][CH:31]=[CH:30][CH:29]=2)[CH:25]=1)[C:19]([O:21][CH3:22])=[O:20])[CH2:37][F:38], predict the reactants needed to synthesize it. The reactants are: CC(OC(/N=N/C(OC(C)C)=O)=O)C.[OH:15][C:16]1[CH:17]=[C:18]([CH:23]=[C:24]([O:26][CH2:27][C:28]2[CH:33]=[CH:32][CH:31]=[CH:30][CH:29]=2)[CH:25]=1)[C:19]([O:21][CH3:22])=[O:20].[F:34][CH2:35][CH:36](O)[CH2:37][F:38].C1(P(C2C=CC=CC=2)C2C=CC=CC=2)C=CC=CC=1. (4) Given the product [Cl:1][C:2]1[CH:10]=[CH:9][C:5]([C:6]([NH2:18])=[O:7])=[C:4]([F:11])[CH:3]=1, predict the reactants needed to synthesize it. The reactants are: [Cl:1][C:2]1[CH:10]=[CH:9][C:5]([C:6](O)=[O:7])=[C:4]([F:11])[CH:3]=1.C(Cl)(=O)C(Cl)=O.[NH3:18]. (5) The reactants are: [Cl:1][C:2]1[CH:7]=[CH:6][C:5]([C@H:8]2[C:12]3[CH:13]=[N:14][C:15]([CH3:18])=[C:16]([OH:17])[C:11]=3[CH2:10][O:9]2)=[CH:4][CH:3]=1.[CH2:19]([O:23]/[N:24]=[N+:25](/[N:27]1[CH2:34][CH2:33][CH2:32][C@H:28]1[C:29](O)=[O:30])\[O-:26])[CH2:20][CH2:21][CH3:22].C(N(CC)CC)C.C1N(P(Cl)(N2C(=O)OCC2)=O)C(=O)OC1. Given the product [CH2:19]([O:23]/[N:24]=[N+:25](/[N:27]1[CH2:34][CH2:33][CH2:32][C@H:28]1[C:29]([O:17][C:16]1[C:11]2[CH2:10][O:9][C@@H:8]([C:5]3[CH:4]=[CH:3][C:2]([Cl:1])=[CH:7][CH:6]=3)[C:12]=2[CH:13]=[N:14][C:15]=1[CH3:18])=[O:30])\[O-:26])[CH2:20][CH2:21][CH3:22], predict the reactants needed to synthesize it.